This data is from Full USPTO retrosynthesis dataset with 1.9M reactions from patents (1976-2016). The task is: Predict the reactants needed to synthesize the given product. (1) Given the product [P:1]([OH:34])([OH:29])([O:3][CH2:4][CH2:5][NH:6][C:7](=[O:28])[C:8]1[CH:13]=[C:12]([N:14]([CH2:15][CH2:16][Br:17])[CH2:18][CH2:19][Br:20])[C:11]([S:21]([CH3:24])(=[O:22])=[O:23])=[CH:10][C:9]=1[N+:25]([O-:27])=[O:26])=[O:2], predict the reactants needed to synthesize it. The reactants are: [P:1]([O:34]C(C)(C)C)([O:29]C(C)(C)C)([O:3][CH2:4][CH2:5][NH:6][C:7](=[O:28])[C:8]1[CH:13]=[C:12]([N:14]([CH2:18][CH2:19][Br:20])[CH2:15][CH2:16][Br:17])[C:11]([S:21]([CH3:24])(=[O:23])=[O:22])=[CH:10][C:9]=1[N+:25]([O-:27])=[O:26])=[O:2].C(O)(C(F)(F)F)=O. (2) Given the product [Cl:1][C:2]1[CH:7]=[CH:6][C:5]([N:8]2[C:19]([CH3:20])=[CH:18][C:17]3[C:22]4[C:9]2=[N:10][CH:11]=[N:12][C:13]=4[CH:14]=[C:15]([O:25][CH3:26])[C:16]=3[O:23][CH3:24])=[CH:4][CH:3]=1, predict the reactants needed to synthesize it. The reactants are: [Cl:1][C:2]1[CH:7]=[CH:6][C:5]([N:8]2[CH:19]([CH2:20]I)[CH2:18][C:17]3[C:22]4[C:9]2=[N:10][CH:11]=[N:12][C:13]=4[CH:14]=[C:15]([O:25][CH3:26])[C:16]=3[O:23][CH3:24])=[CH:4][CH:3]=1.C1CCN2C(=NCCC2)CC1. (3) Given the product [F:11][C:10]1[C:9]([C:12]2[CH:17]=[CH:16][CH:15]=[CH:14][CH:13]=2)=[C:8]([CH3:18])[C:7]([C:19]#[N:20])=[C:5]2[C:4]=1[O:3][C:2]([N:33]1[CH2:34][C:31]([OH:30])([CH3:35])[CH2:32]1)=[N:6]2, predict the reactants needed to synthesize it. The reactants are: Cl[C:2]1[O:3][C:4]2[C:5](=[C:7]([C:19]#[N:20])[C:8]([CH3:18])=[C:9]([C:12]3[CH:17]=[CH:16][CH:15]=[CH:14][CH:13]=3)[C:10]=2[F:11])[N:6]=1.C(N(CC)C(C)C)(C)C.[OH:30][C:31]1([CH3:35])[CH2:34][NH:33][CH2:32]1. (4) Given the product [NH:10]1[C:14]2=[N:15][CH:16]=[CH:17][C:18]([O:19][C:20]3[CH:26]=[CH:25][C:23]([NH2:24])=[CH:22][CH:21]=3)=[C:13]2[CH:12]=[N:11]1, predict the reactants needed to synthesize it. The reactants are: C(OC[N:10]1[C:14]2=[N:15][CH:16]=[CH:17][C:18]([O:19][C:20]3[CH:26]=[CH:25][C:23]([NH2:24])=[CH:22][CH:21]=3)=[C:13]2[CH:12]=[N:11]1)C1C=CC=CC=1. (5) Given the product [CH2:1]([O:8][CH2:9][CH2:10][CH2:11][N:12]1[CH:21]2[C:30]([S:31]([C:34]3[CH:35]=[CH:36][C:37]([Cl:40])=[CH:38][CH:39]=3)(=[O:33])=[O:32])([C:29]3[C:24]([O:23][CH2:22]2)=[C:25]([F:42])[CH:26]=[CH:27][C:28]=3[F:41])[CH2:15][CH2:14][CH2:13]1)[C:2]1[CH:3]=[CH:4][CH:5]=[CH:6][CH:7]=1, predict the reactants needed to synthesize it. The reactants are: [CH2:1]([O:8][CH2:9][CH2:10][CH2:11][N:12]([CH:21]1[CH:30]([S:31]([C:34]2[CH:39]=[CH:38][C:37]([Cl:40])=[CH:36][CH:35]=2)(=[O:33])=[O:32])[C:29]2[C:24](=[C:25]([F:42])[CH:26]=[CH:27][C:28]=2[F:41])[O:23][CH2:22]1)[CH2:13][CH2:14][CH2:15]OS(C)(=O)=O)[C:2]1[CH:7]=[CH:6][CH:5]=[CH:4][CH:3]=1.CC(C)([O-])C.[K+]. (6) Given the product [Cl:1][C:2]1[CH:7]=[CH:6][CH:5]=[CH:4][C:3]=1[N:8]1[CH2:16][CH2:15][C:10]2([N:14]([CH2:18][CH:19]([CH3:21])[CH3:20])[CH2:13][CH2:12][CH2:11]2)[C:9]1=[O:17], predict the reactants needed to synthesize it. The reactants are: [Cl:1][C:2]1[CH:7]=[CH:6][CH:5]=[CH:4][C:3]=1[N:8]1[CH2:16][CH2:15][C:10]2([NH:14][CH2:13][CH2:12][CH2:11]2)[C:9]1=[O:17].[CH:18](=O)[CH:19]([CH3:21])[CH3:20].C(O[BH-](OC(=O)C)OC(=O)C)(=O)C.[Na+].